From a dataset of Reaction yield outcomes from USPTO patents with 853,638 reactions. Predict the reaction yield, written as a fraction of the theoretical maximum amount of product (1.0 means a 100% yield; for example, 0.34 means a 34% yield). (1) The reactants are [S:1]1[C:5]([C:6](O)=[O:7])=[CH:4][C:3]2[CH2:9][CH2:10][CH2:11][CH2:12][C:2]1=2.C(Cl)(=O)C(Cl)=O.C(N(CC)CC)C.[CH3:26][NH:27][O:28][CH3:29]. The catalyst is CN(C=O)C.C(Cl)Cl. The product is [CH3:29][O:28][N:27]([CH3:26])[C:6]([C:5]1[S:1][C:2]2[CH2:12][CH2:11][CH2:10][CH2:9][C:3]=2[CH:4]=1)=[O:7]. The yield is 0.880. (2) The reactants are [Br:1][C:2]1[CH:3]=[C:4]([NH2:10])[C:5]([O:8][CH3:9])=[N:6][CH:7]=1.[CH:11]1([S:14](Cl)(=[O:16])=[O:15])[CH2:13][CH2:12]1. The catalyst is N1C=CC=CC=1. The product is [Br:1][C:2]1[CH:3]=[C:4]([NH:10][S:14]([CH:11]2[CH2:13][CH2:12]2)(=[O:16])=[O:15])[C:5]([O:8][CH3:9])=[N:6][CH:7]=1. The yield is 0.600. (3) The reactants are Cl[C:2]1[C:11]([N:12]([CH:14]([CH3:16])[CH3:15])[CH3:13])=[N:10][C:9]2[C:4](=[CH:5][CH:6]=[C:7]([C:17]([O:19][CH3:20])=[O:18])[CH:8]=2)[N:3]=1.[NH:21]1[C:29]2[C:24](=[CH:25][C:26](B(O)O)=[CH:27][CH:28]=2)[CH:23]=[N:22]1.[O-]P([O-])([O-])=O.[K+].[K+].[K+]. The catalyst is O1CCOCC1.O.C1C=CC([P]([Pd]([P](C2C=CC=CC=2)(C2C=CC=CC=2)C2C=CC=CC=2)([P](C2C=CC=CC=2)(C2C=CC=CC=2)C2C=CC=CC=2)[P](C2C=CC=CC=2)(C2C=CC=CC=2)C2C=CC=CC=2)(C2C=CC=CC=2)C2C=CC=CC=2)=CC=1. The product is [NH:21]1[C:29]2[C:24](=[CH:25][C:26]([C:2]3[C:11]([N:12]([CH:14]([CH3:16])[CH3:15])[CH3:13])=[N:10][C:9]4[C:4](=[CH:5][CH:6]=[C:7]([C:17]([O:19][CH3:20])=[O:18])[CH:8]=4)[N:3]=3)=[CH:27][CH:28]=2)[CH:23]=[N:22]1. The yield is 0.450. (4) The reactants are Br[C:2]1[CH:3]=[CH:4][C:5]2[C:15]3[C:10](=[CH:11][N:12]=[CH:13][CH:14]=3)[CH:9]([CH3:16])[O:8][C:6]=2[CH:7]=1.[OH:17][CH2:18][C@@H:19]([N:24]1[C:32](=[O:33])[C:31]2[C:26](=[CH:27][CH:28]=[CH:29][CH:30]=2)[C:25]1=[O:34])[CH2:20][CH:21]([CH3:23])[CH3:22].C(P(C(C)(C)C)C1C=CC=CC=1C1C(C(C)C)=CC(C(C)C)=CC=1C(C)C)(C)(C)C.C(=O)([O-])[O-].[Cs+].[Cs+]. The catalyst is C1(C)C=CC=CC=1.C([O-])(=O)C.[Pd+2].C([O-])(=O)C. The product is [CH3:22][CH:21]([CH3:23])[CH2:20][C@H:19]([N:24]1[C:25](=[O:34])[C:26]2[C:31](=[CH:30][CH:29]=[CH:28][CH:27]=2)[C:32]1=[O:33])[CH2:18][O:17][C:2]1[CH:3]=[CH:4][C:5]2[C:15]3[C:10](=[CH:11][N:12]=[CH:13][CH:14]=3)[CH:9]([CH3:16])[O:8][C:6]=2[CH:7]=1. The yield is 0.640. (5) The reactants are [Cl:1][C:2]1[CH:21]=[CH:20][C:5]([C:6]([N:8]([C@@H:10]([CH2:17][CH2:18][CH3:19])[CH2:11][N:12]2[CH2:15][CH:14]([OH:16])[CH2:13]2)[CH3:9])=[O:7])=[CH:4][CH:3]=1.[H-].[Na+].I[CH2:25][CH3:26].C([O-])(O)=O.[Na+]. The catalyst is C1COCC1.C(Cl)Cl. The product is [Cl:1][C:2]1[CH:3]=[CH:4][C:5]([C:6]([N:8]([C@@H:10]([CH2:17][CH2:18][CH3:19])[CH2:11][N:12]2[CH2:15][CH:14]([O:16][CH2:25][CH3:26])[CH2:13]2)[CH3:9])=[O:7])=[CH:20][CH:21]=1. The yield is 0.390. (6) The reactants are [C:1]12([CH2:11][C:12]([NH:14][C:15]3[CH:24]=[CH:23][CH:22]=[C:21]4[C:16]=3[CH:17]=[CH:18][O:19][C:20]4=O)=[O:13])[CH2:10][CH:5]3[CH2:6][CH:7]([CH2:9][CH:3]([CH2:4]3)[CH2:2]1)[CH2:8]2.[F:26][C:27]1[CH:34]=[CH:33][C:30]([CH2:31][NH2:32])=[CH:29][CH:28]=1. The product is [C:1]12([CH2:11][C:12]([NH:14][C:15]3[CH:24]=[CH:23][CH:22]=[C:21]4[C:16]=3[CH:17]=[CH:18][N:32]([CH2:31][C:30]3[CH:33]=[CH:34][C:27]([F:26])=[CH:28][CH:29]=3)[C:20]4=[O:19])=[O:13])[CH2:10][CH:5]3[CH2:6][CH:7]([CH2:9][CH:3]([CH2:4]3)[CH2:2]1)[CH2:8]2. No catalyst specified. The yield is 0.750. (7) The reactants are Cl[C:2]1[CH:7]=[C:6]([N+:8]([O-])=O)[CH:5]=[CH:4][C:3]=1[C:11](=[O:13])[CH3:12].Cl.[OH2:15].[CH3:16]O. The catalyst is [Fe]. The product is [NH2:8][C:6]1[CH:5]=[CH:4][C:3]([C:11](=[O:13])[CH3:12])=[CH:2][C:7]=1[O:15][CH3:16]. The yield is 0.670.